From a dataset of Full USPTO retrosynthesis dataset with 1.9M reactions from patents (1976-2016). Predict the reactants needed to synthesize the given product. (1) The reactants are: Cl[C:2]1[N:7]=[CH:6][C:5]2[N:8]=[CH:9][N:10]([CH3:11])[C:4]=2[CH:3]=1.[CH2:12]([C:14]1[CH:20]=[C:19]([F:21])[CH:18]=[CH:17][C:15]=1[NH2:16])[CH3:13].CC(C)([O-])C.[Na+].C1(P(C2C=CC=CC=2)C2C3OC4C(=CC=CC=4P(C4C=CC=CC=4)C4C=CC=CC=4)C(C)(C)C=3C=CC=2)C=CC=CC=1. Given the product [CH2:12]([C:14]1[CH:20]=[C:19]([F:21])[CH:18]=[CH:17][C:15]=1[NH:16][C:2]1[N:7]=[CH:6][C:5]2[N:8]=[CH:9][N:10]([CH3:11])[C:4]=2[CH:3]=1)[CH3:13], predict the reactants needed to synthesize it. (2) Given the product [CH2:5]([O:4][C:2]([N:40]1[CH2:41][CH2:42][CH:38]([C:25]2[CH:26]=[CH:27][C:28]([O:30][CH2:31][C:32]3[CH:37]=[CH:36][CH:35]=[CH:34][CH:33]=3)=[CH:29][C:24]=2[O:23][CH2:16][C:17]2[CH:18]=[CH:19][CH:20]=[CH:21][CH:22]=2)[CH2:39]1)=[O:3])[CH:6]([CH3:8])[CH3:7], predict the reactants needed to synthesize it. The reactants are: Cl[C:2]([O:4][CH2:5][CH:6]([CH3:8])[CH3:7])=[O:3].FC(F)(F)C([O-])=O.[CH2:16]([O:23][C:24]1[CH:29]=[C:28]([O:30][CH2:31][C:32]2[CH:37]=[CH:36][CH:35]=[CH:34][CH:33]=2)[CH:27]=[CH:26][C:25]=1[CH:38]1[CH2:42][CH2:41][NH2+:40][CH2:39]1)[C:17]1[CH:22]=[CH:21][CH:20]=[CH:19][CH:18]=1.